This data is from Reaction yield outcomes from USPTO patents with 853,638 reactions. The task is: Predict the reaction yield, written as a fraction of the theoretical maximum amount of product (1.0 means a 100% yield; for example, 0.34 means a 34% yield). (1) The reactants are [Br:1][C:2]1[CH:11]=[CH:10][CH:9]=[C:8]2[C:3]=1[CH2:4][CH2:5][C:6]([NH2:15])([C:12]([OH:14])=[O:13])[CH2:7]2.C(N(CC)CC)C.[C:23](=O)([O:39]N1C(=O)CCC1=O)[O:24][CH2:25][CH:26]1[C:38]2[CH:37]=[CH:36][CH:35]=[CH:34][C:33]=2[C:32]2[C:27]1=[CH:28][CH:29]=[CH:30][CH:31]=2. The catalyst is C(#N)C.O. The product is [C:23]([CH:7]1[C:8]2[C:3](=[C:2]([Br:1])[CH:11]=[CH:10][CH:9]=2)[CH2:4][CH2:5][C:6]1([NH2:15])[C:12]([OH:14])=[O:13])([O:24][CH2:25][CH:26]1[C:27]2[C:32](=[CH:31][CH:30]=[CH:29][CH:28]=2)[C:33]2[C:38]1=[CH:37][CH:36]=[CH:35][CH:34]=2)=[O:39]. The yield is 0.680. (2) The reactants are [CH:1]([O:3][C:4](=[O:19])[O:5][CH2:6][CH:7]1[CH2:11][CH2:10][N:9](CC2C=CC=CC=2)[CH2:8]1)=[CH2:2].Cl[C:21]([O:23][CH:24]=[CH2:25])=[O:22]. The catalyst is ClCCCl. The product is [CH:24]([O:23][C:21]([N:9]1[CH2:10][CH2:11][CH:7]([CH2:6][O:5][C:4]([O:3][CH:1]=[CH2:2])=[O:19])[CH2:8]1)=[O:22])=[CH2:25]. The yield is 0.830. (3) The reactants are Br[C:2]1[CH:7]=[CH:6][CH:5]=[CH:4][C:3]=1Br.[CH2:9]([OH:14])[CH2:10][CH2:11][C:12]#[CH:13]. The catalyst is C(N(CC)CC)C.Cl[Pd](Cl)([P](C1C=CC=CC=1)(C1C=CC=CC=1)C1C=CC=CC=1)[P](C1C=CC=CC=1)(C1C=CC=CC=1)C1C=CC=CC=1.[Cu]I. The product is [OH:14][CH2:9][CH2:10][CH2:11][C:12]#[C:13][C:2]1[CH:7]=[CH:6][CH:5]=[CH:4][C:3]=1[C:13]#[C:12][CH2:11][CH2:10][CH2:9][OH:14]. The yield is 0.470.